This data is from Forward reaction prediction with 1.9M reactions from USPTO patents (1976-2016). The task is: Predict the product of the given reaction. (1) Given the reactants I[C:2]1[CH:7]=[CH:6][CH:5]=[CH:4][C:3]=1[NH:8][C:9](=[O:13])[CH:10]([CH3:12])[CH3:11].CC1(C)C(C)(C)OB([C:22]2[CH2:23][CH2:24][N:25]([C:28]([O:30][C:31]([CH3:34])([CH3:33])[CH3:32])=[O:29])[CH2:26][CH:27]=2)O1, predict the reaction product. The product is: [C:9]([NH:8][C:3]1[CH:4]=[CH:5][CH:6]=[CH:7][C:2]=1[C:22]1[CH2:27][CH2:26][N:25]([C:28]([O:30][C:31]([CH3:34])([CH3:33])[CH3:32])=[O:29])[CH2:24][CH:23]=1)(=[O:13])[CH:10]([CH3:12])[CH3:11]. (2) Given the reactants [Cl:1][C:2]1[CH:7]=[CH:6][C:5]([C:8]2[CH:9]=[C:10]([NH2:20])[CH:11]=[N:12][C:13]=2[O:14][CH2:15][C:16]([F:19])([F:18])[F:17])=[CH:4][CH:3]=1.[CH3:21][N:22]1[C:26]([C:27](O)=[O:28])=[CH:25][C:24]([CH3:30])=[N:23]1, predict the reaction product. The product is: [Cl:1][C:2]1[CH:3]=[CH:4][C:5]([C:8]2[CH:9]=[C:10]([NH:20][C:27]([C:26]3[N:22]([CH3:21])[N:23]=[C:24]([CH3:30])[CH:25]=3)=[O:28])[CH:11]=[N:12][C:13]=2[O:14][CH2:15][C:16]([F:17])([F:18])[F:19])=[CH:6][CH:7]=1. (3) Given the reactants Cl[C:2](Cl)([O:4]C(=O)OC(Cl)(Cl)Cl)Cl.[NH2:13][C:14]1[C:15]([NH:28][C:29]2[CH:34]=[CH:33][C:32]([Cl:35])=[CH:31][CH:30]=2)=[N:16][C:17]([C:26]#[N:27])=[N:18][C:19]=1[N:20]1[CH2:25][CH2:24][O:23][CH2:22][CH2:21]1.N1C=CC=CC=1.O, predict the reaction product. The product is: [Cl:35][C:32]1[CH:33]=[CH:34][C:29]([N:28]2[C:2](=[O:4])[NH:13][C:14]3[C:15]2=[N:16][C:17]([C:26]#[N:27])=[N:18][C:19]=3[N:20]2[CH2:25][CH2:24][O:23][CH2:22][CH2:21]2)=[CH:30][CH:31]=1. (4) Given the reactants [NH2:1][CH2:2][C:3](C1C=NC=CC=1)=O.NC(N)=O.[S-:15][C:16]#[N:17].[K+].C(=O)(O)[O-].[Na+], predict the reaction product. The product is: [SH:15][C:16]1[NH:1][CH:2]=[CH:3][N:17]=1.[N:17]1[C:16](=[S:15])[N:1]=[CH:2][CH:3]=1. (5) Given the reactants [N:1]1[CH:6]=[CH:5][C:4]([NH2:7])=[CH:3][CH:2]=1.Cl[C:9]([O:11][C:12]1[CH:17]=[CH:16][C:15]([N+:18]([O-:20])=[O:19])=[CH:14][CH:13]=1)=[O:10], predict the reaction product. The product is: [N:1]1[CH:6]=[CH:5][C:4]([NH:7][C:9](=[O:10])[O:11][C:12]2[CH:13]=[CH:14][C:15]([N+:18]([O-:20])=[O:19])=[CH:16][CH:17]=2)=[CH:3][CH:2]=1. (6) Given the reactants P([O-])([O-])([O-])=[O:2].[OH:6][C@H:7]([CH2:59][CH2:60][C:61]1[CH:66]=[CH:65][C:64]([F:67])=[CH:63][CH:62]=1)[CH2:8][C:9](SCCNC(=O)CCNC(=O)[C@H](O)C(C)(C)COP(O)(=O)OP(O)(=O)OC[C@H]1O[C@@H](N2C3N=CN=C(N)C=3N=C2)[C@H](O)[C@@H]1OP(O)(O)=O)=[O:10], predict the reaction product. The product is: [OH:6][CH:7]([CH2:59][CH2:60][C:61]1[CH:66]=[CH:65][C:64]([F:67])=[CH:63][CH:62]=1)[CH2:8][C:9]([OH:10])=[O:2]. (7) Given the reactants [O:1]1[CH2:6][CH2:5][C:4](=[N:7][OH:8])[CH2:3][CH2:2]1.[C:9]([O-:12])(=[O:11])[CH3:10].[C:9]([O-:12])(=[O:11])[CH3:10].[C:9]([O-:12])(=[O:11])[CH3:10].[C:9]([O-:12])(=[O:11])[CH3:10].[Pb+4], predict the reaction product. The product is: [C:9]([O:12][C:4]1([N:7]=[O:8])[CH2:5][CH2:6][O:1][CH2:2][CH2:3]1)(=[O:11])[CH3:10].